From a dataset of Peptide-MHC class I binding affinity with 185,985 pairs from IEDB/IMGT. Regression. Given a peptide amino acid sequence and an MHC pseudo amino acid sequence, predict their binding affinity value. This is MHC class I binding data. (1) The peptide sequence is VIILFQKAF. The MHC is HLA-B15:01 with pseudo-sequence HLA-B15:01. The binding affinity (normalized) is 0. (2) The peptide sequence is GSVNVVYTF. The MHC is HLA-A11:01 with pseudo-sequence HLA-A11:01. The binding affinity (normalized) is 0. (3) The peptide sequence is MIYELCTFR. The MHC is HLA-A30:01 with pseudo-sequence HLA-A30:01. The binding affinity (normalized) is 0.0847. (4) The peptide sequence is AAMDDFQLI. The MHC is HLA-A68:02 with pseudo-sequence HLA-A68:02. The binding affinity (normalized) is 0. (5) The peptide sequence is VVFEDGLPR. The MHC is HLA-A30:01 with pseudo-sequence HLA-A30:01. The binding affinity (normalized) is 0.259. (6) The peptide sequence is NPKLRNCRI. The MHC is HLA-B27:05 with pseudo-sequence HLA-B27:05. The binding affinity (normalized) is 0.0847.